From a dataset of Catalyst prediction with 721,799 reactions and 888 catalyst types from USPTO. Predict which catalyst facilitates the given reaction. (1) Reactant: [NH2:1][C:2]1[N:10]=[C:9]([C:11]2[C:19]3[C:14](=[N:15][CH:16]=[CH:17][CH:18]=3)[N:13]([CH2:20][C:21]3[CH:26]=[CH:25][CH:24]=[CH:23][C:22]=3[F:27])[N:12]=2)[N:8]=[C:7]2[C:3]=1[N:4]([CH3:29])[C:5](=[O:28])[NH:6]2.[CH3:30]CN(P1(N(C)CCCN1C)=NC(C)(C)C)CC.IC.O. Product: [NH2:1][C:2]1[N:10]=[C:9]([C:11]2[C:19]3[C:14](=[N:15][CH:16]=[CH:17][CH:18]=3)[N:13]([CH2:20][C:21]3[CH:26]=[CH:25][CH:24]=[CH:23][C:22]=3[F:27])[N:12]=2)[N:8]=[C:7]2[C:3]=1[N:4]([CH3:29])[C:5](=[O:28])[N:6]2[CH3:30]. The catalyst class is: 9. (2) Reactant: [Br:1][C:2]1[N:3]=[C:4]([CH2:7]Cl)[S:5][CH:6]=1.[NH:9]1[CH:13]=[C:12]([C:14]([O:16][CH2:17][CH3:18])=[O:15])[CH:11]=[N:10]1.C(=O)([O-])[O-].[K+].[K+].O. Product: [Br:1][C:2]1[N:3]=[C:4]([CH2:7][N:9]2[CH:13]=[C:12]([C:14]([O:16][CH2:17][CH3:18])=[O:15])[CH:11]=[N:10]2)[S:5][CH:6]=1. The catalyst class is: 9. (3) Product: [NH2:22][CH2:21][CH2:20][N:11]1[N:10]=[C:9]([CH2:8][C:5]2[CH:4]=[CH:3][C:2]([Cl:1])=[CH:7][CH:6]=2)[C:18]2[C:13](=[CH:14][CH:15]=[CH:16][CH:17]=2)[C:12]1=[O:19]. Reactant: [Cl:1][C:2]1[CH:7]=[CH:6][C:5]([CH2:8][C:9]2[C:18]3[C:13](=[CH:14][CH:15]=[CH:16][CH:17]=3)[C:12](=[O:19])[N:11]([CH2:20][CH2:21][N:22]3C(=O)C4C(=CC=CC=4)C3=O)[N:10]=2)=[CH:4][CH:3]=1.O.NN. The catalyst class is: 14. (4) Reactant: [CH2:1]([CH:3]([CH2:25][CH2:26][CH2:27][CH3:28])[CH2:4][CH:5]([N:14]1C(=O)C2C(=CC=CC=2)C1=O)[CH2:6][CH:7]([CH2:12][CH3:13])[CH2:8][CH2:9][CH2:10][CH3:11])[CH3:2].N#N.O.NN.Cl.[OH-].[Na+]. The catalyst class is: 5. Product: [CH2:1]([CH:3]([CH2:25][CH2:26][CH2:27][CH3:28])[CH2:4][CH:5]([NH2:14])[CH2:6][CH:7]([CH2:12][CH3:13])[CH2:8][CH2:9][CH2:10][CH3:11])[CH3:2]. (5) Reactant: C([O:4][CH2:5][CH2:6][CH2:7][CH2:8][CH2:9][CH2:10][O:11][CH2:12][CH2:13][CH2:14][CH2:15][C:16]1[CH:17]=[C:18]([NH:22][C:23]([NH:25][CH2:26][C:27]([O:29]CC)=O)=[O:24])[CH:19]=[CH:20][CH:21]=1)(=O)C.[H-].[Na+]. Product: [OH:4][CH2:5][CH2:6][CH2:7][CH2:8][CH2:9][CH2:10][O:11][CH2:12][CH2:13][CH2:14][CH2:15][C:16]1[CH:17]=[C:18]([N:22]2[C:27](=[O:29])[CH2:26][NH:25][C:23]2=[O:24])[CH:19]=[CH:20][CH:21]=1. The catalyst class is: 8. (6) Reactant: [CH3:1][O:2][CH2:3][CH2:4][C:5]1[CH:10]=[CH:9][C:8]([OH:11])=[CH:7][CH:6]=1.CC1C=CC(S(O[CH2:23][C@H:24]2[O:26][CH2:25]2)(=O)=O)=CC=1.[H-].[Na+]. Product: [CH3:1][O:2][CH2:3][CH2:4][C:5]1[CH:10]=[CH:9][C:8]([O:11][CH2:23][C@@H:24]2[CH2:25][O:26]2)=[CH:7][CH:6]=1. The catalyst class is: 3. (7) Reactant: N.[CH3:2][O:3][C:4]1[N:9]=[CH:8][C:7]([N+:10]([O-:12])=[O:11])=[CH:6][CH:5]=1.C([O:17]O)(C)(C)C.Cl. Product: [OH:17][C:8]1[C:7]([N+:10]([O-:12])=[O:11])=[CH:6][CH:5]=[C:4]([O:3][CH3:2])[N:9]=1. The catalyst class is: 20. (8) The catalyst class is: 1. Reactant: FC(F)(F)CCC([N:7]1[C:13]2(CC2)[CH2:12][CH2:11][N:10]([C:16]2[C:17]3[CH:24]=[CH:23][NH:22][C:18]=3[N:19]=[CH:20][N:21]=2)[CH2:9][CH2:8]1)=O.[CH2:27](N(CC)CC)[CH3:28].[C:34]([CH2:36][CH2:37][N:38]([CH3:43])[S:39](Cl)(=[O:41])=[O:40])#[N:35]. Product: [C:34]([CH2:36][CH2:37][N:38]([CH3:43])[S:39]([N:7]1[CH2:13][C:12]2([CH2:28][CH2:27]2)[CH2:11][N:10]([C:16]2[C:17]3[CH:24]=[CH:23][NH:22][C:18]=3[N:19]=[CH:20][N:21]=2)[CH2:9][CH2:8]1)(=[O:41])=[O:40])#[N:35]. (9) Reactant: [CH2:1]([O:3][C:4](=[O:22])[CH2:5][N:6]([CH2:10][CH2:11][CH2:12][CH2:13][NH:14][C:15](OC(C)(C)C)=O)[CH2:7][CH2:8][CH3:9])[CH3:2].Cl.O1CCOCC1.[NH:30]1[CH:34]=[CH:33][N:32]=[C:31]1[CH2:35][N:36]([CH2:44][C:45]1[CH:52]=[CH:51][C:48](C=O)=[CH:47][CH:46]=1)[CH2:37][C:38]1[N:39]([CH3:43])[CH:40]=[CH:41][N:42]=1.C(O[BH-](OC(=O)C)OC(=O)C)(=O)C.[Na+]. Product: [CH2:1]([O:3][C:4](=[O:22])[CH2:5][N:6]([CH2:10][CH2:11][CH2:12][CH2:13][NH:14][CH2:15][C:48]1[CH:51]=[CH:52][C:45]([CH2:44][N:36]([CH2:35][C:31]2[NH:30][CH:34]=[CH:33][N:32]=2)[CH2:37][C:38]2[N:39]([CH3:43])[CH:40]=[CH:41][N:42]=2)=[CH:46][CH:47]=1)[CH2:7][CH2:8][CH3:9])[CH3:2]. The catalyst class is: 212.